Task: Predict the product of the given reaction.. Dataset: Forward reaction prediction with 1.9M reactions from USPTO patents (1976-2016) (1) Given the reactants [CH:1]1([N:6]2[C:14]3[C:9](=[CH:10][C:11]([O:15][C@H:16]([C:20]4[CH:25]=[CH:24][CH:23]=[CH:22][CH:21]=4)[C@@H:17]([NH2:19])[CH3:18])=[CH:12][CH:13]=3)[CH:8]=[N:7]2)[CH2:5][CH2:4][CH2:3][CH2:2]1.[F:26][C:27]([F:38])([F:37])[C:28](O[C:28](=[O:29])[C:27]([F:38])([F:37])[F:26])=[O:29], predict the reaction product. The product is: [CH:1]1([N:6]2[C:14]3[C:9](=[CH:10][C:11]([O:15][C@H:16]([C:20]4[CH:21]=[CH:22][CH:23]=[CH:24][CH:25]=4)[C@@H:17]([NH:19][C:28](=[O:29])[C:27]([F:38])([F:37])[F:26])[CH3:18])=[CH:12][CH:13]=3)[CH:8]=[N:7]2)[CH2:2][CH2:3][CH2:4][CH2:5]1. (2) Given the reactants F[C:2]1[CH:3]=[CH:4][C:5]([N+]([O-])=O)=[C:6]([CH:8]=1)N.[CH3:12][C@H:13]1[NH:18][CH2:17][C@H](CN(C)C)[O:15][CH2:14]1.C(N(CC)CC)C.CN1C(=O)CCC1, predict the reaction product. The product is: [CH2:17]([NH:18][C@H:13]([CH3:12])[CH2:14][OH:15])[C:2]1[CH:3]=[CH:4][CH:5]=[CH:6][CH:8]=1. (3) Given the reactants C(O)(=O)C.[NH2:5][CH:6]1[CH2:11][CH2:10][N:9]([C:12]([O:14][C:15]([CH3:18])([CH3:17])[CH3:16])=[O:13])[CH2:8][CH:7]1[CH2:19][CH3:20].[Cl:21][C:22]1[N:27]=[C:26](Cl)[C:25]([Cl:29])=[CH:24][N:23]=1, predict the reaction product. The product is: [Cl:21][C:22]1[N:27]=[C:26]([NH:5][CH:6]2[CH2:11][CH2:10][N:9]([C:12]([O:14][C:15]([CH3:16])([CH3:18])[CH3:17])=[O:13])[CH2:8][CH:7]2[CH2:19][CH3:20])[C:25]([Cl:29])=[CH:24][N:23]=1. (4) Given the reactants F[C:2]1[CH:9]=[CH:8][CH:7]=[CH:6][C:3]=1[CH:4]=[O:5].C(=O)([O-])[O-].[K+].[K+].[CH3:16][CH:17]([SH:19])[CH3:18], predict the reaction product. The product is: [CH:17]([S:19][C:2]1[CH:9]=[CH:8][CH:7]=[CH:6][C:3]=1[CH:4]=[O:5])([CH3:18])[CH3:16]. (5) Given the reactants [NH2:1][C@@H:2]([CH2:9][C:10]1[C:15]([F:16])=[CH:14][C:13]([O:17][CH3:18])=[CH:12][C:11]=1[F:19])[C:3]([NH:5][CH2:6][C:7]#[N:8])=[O:4].[Cl:20][C:21]1[CH:26]=[CH:25][CH:24]=[CH:23][C:22]=1[C:27]1[CH:32]=[CH:31][C:30]([C:33](O)=[O:34])=[CH:29][CH:28]=1.ON1C2C=CC=CC=2N=N1.CN1CCOCC1.Cl.CN(C)CCCN=C=NCC, predict the reaction product. The product is: [C:7]([CH2:6][NH:5][C:3]([C@@H:2]([NH:1][C:33]([C:30]1[CH:29]=[CH:28][C:27]([C:22]2[CH:23]=[CH:24][CH:25]=[CH:26][C:21]=2[Cl:20])=[CH:32][CH:31]=1)=[O:34])[CH2:9][C:10]1[C:11]([F:19])=[CH:12][C:13]([O:17][CH3:18])=[CH:14][C:15]=1[F:16])=[O:4])#[N:8].